Dataset: Reaction yield outcomes from USPTO patents with 853,638 reactions. Task: Predict the reaction yield, written as a fraction of the theoretical maximum amount of product (1.0 means a 100% yield; for example, 0.34 means a 34% yield). (1) The reactants are C[O:2][C:3]([C:5]1[O:9][N:8]=[C:7]([NH:10][C:11]([O:13][CH3:14])=[O:12])[C:6]=1[O:15][CH3:16])=[O:4].[OH-].[Na+].Cl. The catalyst is O. The product is [CH3:14][O:13][C:11]([NH:10][C:7]1[C:6]([O:15][CH3:16])=[C:5]([C:3]([OH:4])=[O:2])[O:9][N:8]=1)=[O:12]. The yield is 0.860. (2) The reactants are [CH3:1][C:2]1[O:6][N:5]=[C:4]([C:7]2[CH:12]=[CH:11][CH:10]=[CH:9][CH:8]=2)[C:3]=1[C:13]([NH:15][NH2:16])=[O:14].[Cl:17][C:18]1[N:26]=[C:25]([Cl:27])[CH:24]=[CH:23][C:19]=1[C:20](O)=O. No catalyst specified. The product is [Cl:17][C:18]1[C:19]([C:20]2[O:14][C:13]([C:3]3[C:4]([C:7]4[CH:12]=[CH:11][CH:10]=[CH:9][CH:8]=4)=[N:5][O:6][C:2]=3[CH3:1])=[N:15][N:16]=2)=[CH:23][CH:24]=[C:25]([Cl:27])[N:26]=1. The yield is 0.350.